Dataset: Catalyst prediction with 721,799 reactions and 888 catalyst types from USPTO. Task: Predict which catalyst facilitates the given reaction. (1) Reactant: [NH2:1][C:2]1[C:7]([C:8]([O:10]C)=[O:9])=[C:6]([F:12])[C:5]([Cl:13])=[C:4]([Br:14])[CH:3]=1.O.CO.O[Li].O. Product: [NH2:1][C:2]1[C:7]([C:8]([OH:10])=[O:9])=[C:6]([F:12])[C:5]([Cl:13])=[C:4]([Br:14])[CH:3]=1. The catalyst class is: 1. (2) Reactant: [O:1]=[C:2]([C:8]1[CH:13]=[CH:12][CH:11]=[CH:10][CH:9]=1)[CH2:3][CH2:4][C:5]([OH:7])=[O:6].[CH:14](OC)(OC)[O:15]C.[OH-].[K+:22].[CH3:23]O. Product: [CH3:23][O:1][C:2]([O:15][CH3:14])([C:8]1[CH:13]=[CH:12][CH:11]=[CH:10][CH:9]=1)[CH2:3][CH2:4][C:5]([O-:7])=[O:6].[K+:22]. The catalyst class is: 65. (3) Reactant: C[O:2][C:3](=[O:25])[CH2:4][O:5][CH2:6][CH2:7][CH2:8][CH2:9][N:10]1[C:14](=[O:15])[CH2:13][CH2:12][C@@H:11]1/[CH:16]=[CH:17]/[C@@H:18]([OH:24])[CH2:19][CH2:20][CH2:21][CH2:22][CH3:23].[OH-].[Li+].Cl. Product: [OH:24][C@@H:18]([CH2:19][CH2:20][CH2:21][CH2:22][CH3:23])/[CH:17]=[CH:16]/[C@H:11]1[CH2:12][CH2:13][C:14](=[O:15])[N:10]1[CH2:9][CH2:8][CH2:7][CH2:6][O:5][CH2:4][C:3]([OH:25])=[O:2]. The catalyst class is: 200. (4) Reactant: [H-].[Na+].[OH:3]/[N:4]=[C:5](/[C:12]1[CH:17]=[CH:16][CH:15]=[CH:14][CH:13]=1)\[CH2:6][CH2:7][C:8]([O:10][CH3:11])=[O:9].[Cl:18][C:19]1[N:24]2[CH:25]=[C:26]([CH2:28][O:29][C:30]3[CH:35]=[CH:34][C:33]([CH2:36]Cl)=[CH:32][CH:31]=3)[N:27]=[C:23]2[CH:22]=[CH:21][CH:20]=1.Cl.C(=O)(O)[O-].[Na+]. Product: [Cl:18][C:19]1[N:24]2[CH:25]=[C:26]([CH2:28][O:29][C:30]3[CH:31]=[CH:32][C:33]([CH2:36][O:3]/[N:4]=[C:5](/[C:12]4[CH:17]=[CH:16][CH:15]=[CH:14][CH:13]=4)\[CH2:6][CH2:7][C:8]([O:10][CH3:11])=[O:9])=[CH:34][CH:35]=3)[N:27]=[C:23]2[CH:22]=[CH:21][CH:20]=1. The catalyst class is: 175.